This data is from Forward reaction prediction with 1.9M reactions from USPTO patents (1976-2016). The task is: Predict the product of the given reaction. (1) Given the reactants C[O-].[Na+].[CH3:4][N:5]([S:31]([CH2:34][CH3:35])(=[O:33])=[O:32])[C:6]1[N:15]=[C:14]([C:16]([O:18][CH3:19])=[O:17])[C:13]([O:20]S(C2C=CC(C)=CC=2)(=O)=O)=[C:12]2[C:7]=1[CH:8]=[CH:9][CH:10]=[N:11]2.C(O)(=O)C.O, predict the reaction product. The product is: [OH:20][C:13]1[C:14]([C:16]([O:18][CH3:19])=[O:17])=[N:15][C:6]([N:5]([CH3:4])[S:31]([CH2:34][CH3:35])(=[O:33])=[O:32])=[C:7]2[C:12]=1[N:11]=[CH:10][CH:9]=[CH:8]2. (2) The product is: [C:31]([O-:33])(=[O:32])[CH3:30].[NH4+:3].[CH2:1]([N:3]([C:8]1[C:9]([C:28]2[CH:29]=[C:30]([C:31](=[O:32])[NH:49][C:46]3([C:43]4[CH:44]=[CH:45][C:40]([F:39])=[CH:41][CH:42]=4)[CH2:48][CH2:47]3)[CH:34]=[CH:35][C:36]=2[CH3:37])=[CH:10][C:11]2[N:12]([N:14]=[C:15]([C:21]3[CH:26]=[CH:25][C:24]([F:27])=[CH:23][CH:22]=3)[C:16]=2[C:17]([NH:18][CH3:19])=[O:20])[CH:13]=1)[S:4]([CH3:7])(=[O:5])=[O:6])[CH3:2]. Given the reactants [CH2:1]([N:3]([C:8]1[C:9]([C:28]2[CH:29]=[C:30]([CH:34]=[CH:35][C:36]=2[CH3:37])[C:31]([OH:33])=[O:32])=[CH:10][C:11]2[N:12]([N:14]=[C:15]([C:21]3[CH:26]=[CH:25][C:24]([F:27])=[CH:23][CH:22]=3)[C:16]=2[C:17](=[O:20])[NH:18][CH3:19])[CH:13]=1)[S:4]([CH3:7])(=[O:6])=[O:5])[CH3:2].Cl.[F:39][C:40]1[CH:45]=[CH:44][C:43]([C:46]2([NH2:49])[CH2:48][CH2:47]2)=[CH:42][CH:41]=1, predict the reaction product. (3) Given the reactants [F:1][C:2]1[CH:3]=[C:4]([NH:9][C:10]2[CH:15]=[CH:14][CH:13]=[CH:12][CH:11]=2)[C:5]([NH2:8])=[CH:6][CH:7]=1.[C:16]([O:20][C:21](CN[C@@H](C)C(O)=O)=[O:22])([CH3:19])([CH3:18])[CH3:17].[CH:30]1C=NC2N(O)N=NC=2C=1.[CH3:40][N:41]1CC[O:44][CH2:43][CH2:42]1.Cl.CN(C)CCCN=C=NCC, predict the reaction product. The product is: [C:16]([O:20][C:21](=[O:22])[N:41]([C@H:42]([C:43](=[O:44])[NH:8][C:5]1[CH:6]=[CH:7][C:2]([F:1])=[CH:3][C:4]=1[NH:9][C:10]1[CH:15]=[CH:14][CH:13]=[CH:12][CH:11]=1)[CH3:30])[CH3:40])([CH3:17])([CH3:18])[CH3:19]. (4) Given the reactants [CH:1]([C:3]1[CH:8]=[CH:7][CH:6]=[CH:5][C:4]=1B(O)O)=[O:2].[CH3:12][C:13]1[CH:17]=[C:16]([CH3:18])[NH:15][N:14]=1.N1C=CC=CC=1, predict the reaction product. The product is: [CH3:12][C:13]1[CH:17]=[C:16]([CH3:18])[N:15]([C:4]2[CH:5]=[CH:6][CH:7]=[CH:8][C:3]=2[CH:1]=[O:2])[N:14]=1. (5) The product is: [Br:6][C:7]1[C:12]([N+:1]([O-:4])=[O:2])=[CH:11][CH:10]=[C:9]([O:13][CH2:14][CH3:15])[N:8]=1. Given the reactants [N+:1]([O-:4])([O-])=[O:2].[K+].[Br:6][C:7]1[CH:12]=[CH:11][CH:10]=[C:9]([O:13][CH2:14][CH3:15])[N:8]=1.[OH-].[Na+], predict the reaction product. (6) Given the reactants Cl.Cl.[N:3]1([C:9]2[CH:14]=[CH:13][C:12]([N:15]3[CH2:19][C@H:18]([CH2:20][O:21][C:22]4[CH:26]=[CH:25][O:24][N:23]=4)[O:17][C:16]3=[O:27])=[CH:11][C:10]=2[F:28])[CH2:8][CH2:7][NH:6][CH2:5][CH2:4]1.C(N(CC)C(C)C)(C)C.[CH3:38][N:39]1[CH2:43][C@H:42]([OH:44])[CH2:41][C@H:40]1[C:45](O)=[O:46].F[P-](F)(F)(F)(F)F.N1(OC(N(C)C)=[N+](C)C)C2N=CC=CC=2N=N1, predict the reaction product. The product is: [CH3:38][N:39]1[CH2:43][C@H:42]([OH:44])[CH2:41][C@H:40]1[C:45]([N:6]1[CH2:5][CH2:4][N:3]([C:9]2[CH:14]=[CH:13][C:12]([N:15]3[CH2:19][C@H:18]([CH2:20][O:21][C:22]4[CH:26]=[CH:25][O:24][N:23]=4)[O:17][C:16]3=[O:27])=[CH:11][C:10]=2[F:28])[CH2:8][CH2:7]1)=[O:46]. (7) Given the reactants C(N(CC)CC)C.[CH3:8][OH:9].Br[C:11]1[C:16]2=[N:17][S:18][N:19]=[C:15]2[C:14]([C:20]2[CH2:24][C:23]([C:29]3[CH:34]=[C:33]([Cl:35])[CH:32]=[C:31]([Cl:36])[CH:30]=3)([C:25]([F:28])([F:27])[F:26])[O:22][N:21]=2)=[CH:13][CH:12]=1.[C]=O.CN(C)[CH:41]=[O:42], predict the reaction product. The product is: [CH3:8][O:9][C:41]([C:11]1[C:16]2=[N:17][S:18][N:19]=[C:15]2[C:14]([C:20]2[CH2:24][C:23]([C:29]3[CH:34]=[C:33]([Cl:35])[CH:32]=[C:31]([Cl:36])[CH:30]=3)([C:25]([F:28])([F:27])[F:26])[O:22][N:21]=2)=[CH:13][CH:12]=1)=[O:42].